This data is from NCI-60 drug combinations with 297,098 pairs across 59 cell lines. The task is: Regression. Given two drug SMILES strings and cell line genomic features, predict the synergy score measuring deviation from expected non-interaction effect. Drug 1: C1=NC2=C(N=C(N=C2N1C3C(C(C(O3)CO)O)O)F)N. Drug 2: COC1=NC(=NC2=C1N=CN2C3C(C(C(O3)CO)O)O)N. Cell line: BT-549. Synergy scores: CSS=3.55, Synergy_ZIP=-0.264, Synergy_Bliss=3.56, Synergy_Loewe=-6.18, Synergy_HSA=-2.17.